Dataset: Forward reaction prediction with 1.9M reactions from USPTO patents (1976-2016). Task: Predict the product of the given reaction. (1) Given the reactants [Cl:1][C:2]1[CH:8]=[C:7]([O:9][C:10]2[C:11]3[N:18]([CH3:19])[CH:17]=[CH:16][C:12]=3[N:13]=[CH:14][N:15]=2)[CH:6]=[CH:5][C:3]=1[NH2:4].N1C=CC=CC=1.Cl[C:27](OC1C=CC=CC=1)=[O:28].[N:36]1([C:41]2[CH:42]=[C:43]([CH:45]=[CH:46][CH:47]=2)[NH2:44])[CH:40]=[CH:39][N:38]=[CH:37]1, predict the reaction product. The product is: [Cl:1][C:2]1[CH:8]=[C:7]([O:9][C:10]2[C:11]3[N:18]([CH3:19])[CH:17]=[CH:16][C:12]=3[N:13]=[CH:14][N:15]=2)[CH:6]=[CH:5][C:3]=1[NH:4][C:27]([NH:44][C:43]1[CH:45]=[CH:46][CH:47]=[C:41]([N:36]2[CH:40]=[CH:39][N:38]=[CH:37]2)[CH:42]=1)=[O:28]. (2) Given the reactants [Cl:1][C:2]1[C:3]([C:9]2[CH:14]=[CH:13][CH:12]=[C:11]([NH:15][CH2:16][C:17]3([C:23]#[N:24])[CH2:22][CH2:21][O:20][CH2:19][CH2:18]3)[N:10]=2)=[CH:4][C:5](F)=[N:6][CH:7]=1.[NH2:25][C@H:26]1[CH2:31][CH2:30][C@H:29]([N:32]([CH2:40][CH2:41][O:42][CH3:43])[C:33](=[O:39])[O:34][C:35]([CH3:38])([CH3:37])[CH3:36])[CH:28]([OH:44])[CH2:27]1.CC(=O)OCC.O, predict the reaction product. The product is: [Cl:1][C:2]1[C:3]([C:9]2[CH:14]=[CH:13][CH:12]=[C:11]([NH:15][CH2:16][C:17]3([C:23]#[N:24])[CH2:22][CH2:21][O:20][CH2:19][CH2:18]3)[N:10]=2)=[CH:4][C:5]([NH:25][C@@H:26]2[CH2:31][CH2:30][C@@H:29]([N:32]([CH2:40][CH2:41][O:42][CH3:43])[C:33](=[O:39])[O:34][C:35]([CH3:38])([CH3:37])[CH3:36])[C@H:28]([OH:44])[CH2:27]2)=[N:6][CH:7]=1. (3) Given the reactants [N:1]1([C:6]2[CH:7]=[C:8]3[C:13](=[CH:14][C:15]=2[C:16]([F:19])([F:18])[F:17])[NH:12][C:11](=[O:20])[N:10]([NH:21][S:22]([CH3:25])(=[O:24])=[O:23])[C:9]3=[O:26])[CH:5]=[CH:4][N:3]=[CH:2]1.[C:27](Cl)(=[O:31])[CH:28]([CH3:30])[CH3:29], predict the reaction product. The product is: [N:1]1([C:6]2[CH:7]=[C:8]3[C:13](=[CH:14][C:15]=2[C:16]([F:18])([F:19])[F:17])[NH:12][C:11](=[O:20])[N:10]([N:21]([C:27](=[O:31])[CH:28]([CH3:30])[CH3:29])[S:22]([CH3:25])(=[O:23])=[O:24])[C:9]3=[O:26])[CH:5]=[CH:4][N:3]=[CH:2]1. (4) Given the reactants C(OC(=O)[NH:7][C@H:8]([C:18]1[C:23]([C:24]2[CH:25]=[CH:26][C:27]3[N:28]([C:31](=[O:34])[NH:32][N:33]=3)[C:29]=2[CH3:30])=[CH:22][CH:21]=[C:20]([C:35]#[C:36][C:37]2([OH:43])[CH2:42][CH2:41][O:40][CH2:39][CH2:38]2)[N:19]=1)[CH2:9][C:10]1[CH:15]=[C:14]([F:16])[CH:13]=[C:12]([F:17])[CH:11]=1)(C)(C)C.C(O)(C(F)(F)F)=O, predict the reaction product. The product is: [NH2:7][C@H:8]([C:18]1[C:23]([C:24]2[CH:25]=[CH:26][C:27]3[N:28]([C:31](=[O:34])[NH:32][N:33]=3)[C:29]=2[CH3:30])=[CH:22][CH:21]=[C:20]([C:35]#[C:36][C:37]2([OH:43])[CH2:38][CH2:39][O:40][CH2:41][CH2:42]2)[N:19]=1)[CH2:9][C:10]1[CH:11]=[C:12]([F:17])[CH:13]=[C:14]([F:16])[CH:15]=1.